Dataset: Reaction yield outcomes from USPTO patents with 853,638 reactions. Task: Predict the reaction yield, written as a fraction of the theoretical maximum amount of product (1.0 means a 100% yield; for example, 0.34 means a 34% yield). (1) The reactants are Br[C:2]1[C:14]2[C:13]3[C:8](=[CH:9][C:10]([C:15]([OH:18])([CH3:17])[CH3:16])=[CH:11][CH:12]=3)[NH:7][C:6]=2[C:5]([C:19]([NH2:21])=[O:20])=[CH:4][C:3]=1[Cl:22].[F:23][C:24]1[CH:25]=[C:26]2[C:31](=[C:32]([F:34])[CH:33]=1)[NH:30][C:29](=[O:35])[N:28]([C:36]1[CH:41]=[CH:40][CH:39]=[C:38](B3OC(C)(C)C(C)(C)O3)[C:37]=1[CH3:51])[C:27]2=[O:52].[O-]P([O-])([O-])=O.[K+].[K+].[K+]. The catalyst is [Pd](Cl)Cl.C(P(C(C)(C)C)[C-]1C=CC=C1)(C)(C)C.[C-]1(P(C(C)(C)C)C(C)(C)C)C=CC=C1.[Fe+2].BrC1C2C3C(=CC(C(O)(C)C)=CC=3)NC=2C(C(N)=O)=CC=1Cl.C1COCC1. The product is [Cl:22][C:3]1[CH:4]=[C:5]([C:19]([NH2:21])=[O:20])[C:6]2[NH:7][C:8]3[C:13]([C:14]=2[C:2]=1[C:38]1[CH:39]=[CH:40][CH:41]=[C:36]([N:28]2[C:27](=[O:52])[C:26]4[C:31](=[C:32]([F:34])[CH:33]=[C:24]([F:23])[CH:25]=4)[NH:30][C:29]2=[O:35])[C:37]=1[CH3:51])=[CH:12][CH:11]=[C:10]([C:15]([OH:18])([CH3:17])[CH3:16])[CH:9]=3. The yield is 0.710. (2) The reactants are [F:1][C:2]1[CH:3]=[CH:4][C:5]2[N:6]([C:8]([N:11]3[CH2:16][CH2:15][CH:14]([C:17]([OH:20])([CH3:19])[CH3:18])[CH2:13][CH2:12]3)=[N:9][N:10]=2)[CH:7]=1.FC(F)(F)S(O[Si:27]([CH:34]([CH3:36])[CH3:35])([CH:31]([CH3:33])[CH3:32])[CH:28]([CH3:30])[CH3:29])(=O)=O.CCN(CC)CC.O. The catalyst is C(Cl)Cl.CO. The product is [F:1][C:2]1[CH:3]=[CH:4][C:5]2[N:6]([C:8]([N:11]3[CH2:12][CH2:13][CH:14]([C:17]([CH3:18])([O:20][Si:27]([CH:34]([CH3:36])[CH3:35])([CH:31]([CH3:33])[CH3:32])[CH:28]([CH3:30])[CH3:29])[CH3:19])[CH2:15][CH2:16]3)=[N:9][N:10]=2)[CH:7]=1. The yield is 0.790. (3) The yield is 0.460. The catalyst is CN(C=O)C.O. The product is [CH:9]([C:6]1[CH:7]=[CH:8][C:3]([CH2:2][N:15]2[C:11](=[O:21])[C:12]3[C:13](=[CH:17][CH:18]=[CH:19][CH:20]=3)[C:14]2=[O:16])=[CH:4][CH:5]=1)=[CH2:10]. The reactants are Cl[CH2:2][C:3]1[CH:8]=[CH:7][C:6]([CH:9]=[CH2:10])=[CH:5][CH:4]=1.[C:11]1(=[O:21])[NH:15][C:14](=[O:16])[C:13]2=[CH:17][CH:18]=[CH:19][CH:20]=[C:12]12.[K].